From a dataset of NCI-60 drug combinations with 297,098 pairs across 59 cell lines. Regression. Given two drug SMILES strings and cell line genomic features, predict the synergy score measuring deviation from expected non-interaction effect. (1) Drug 1: CN1CCC(CC1)COC2=C(C=C3C(=C2)N=CN=C3NC4=C(C=C(C=C4)Br)F)OC. Drug 2: COC1=NC(=NC2=C1N=CN2C3C(C(C(O3)CO)O)O)N. Cell line: SK-OV-3. Synergy scores: CSS=14.4, Synergy_ZIP=-2.95, Synergy_Bliss=1.96, Synergy_Loewe=-23.7, Synergy_HSA=-0.226. (2) Drug 1: C(CC(=O)O)C(=O)CN.Cl. Drug 2: CCN(CC)CCCC(C)NC1=C2C=C(C=CC2=NC3=C1C=CC(=C3)Cl)OC. Cell line: RPMI-8226. Synergy scores: CSS=28.5, Synergy_ZIP=-6.26, Synergy_Bliss=0.804, Synergy_Loewe=3.61, Synergy_HSA=4.01. (3) Drug 1: CS(=O)(=O)C1=CC(=C(C=C1)C(=O)NC2=CC(=C(C=C2)Cl)C3=CC=CC=N3)Cl. Drug 2: C#CCC(CC1=CN=C2C(=N1)C(=NC(=N2)N)N)C3=CC=C(C=C3)C(=O)NC(CCC(=O)O)C(=O)O. Cell line: HOP-92. Synergy scores: CSS=1.51, Synergy_ZIP=-0.985, Synergy_Bliss=-2.23, Synergy_Loewe=-3.97, Synergy_HSA=-3.31. (4) Drug 1: CN(C)N=NC1=C(NC=N1)C(=O)N. Drug 2: C1C(C(OC1N2C=NC3=C(N=C(N=C32)Cl)N)CO)O. Cell line: MDA-MB-231. Synergy scores: CSS=10.9, Synergy_ZIP=-3.39, Synergy_Bliss=-2.60, Synergy_Loewe=-23.6, Synergy_HSA=-5.49. (5) Drug 1: CC1=C(C=C(C=C1)NC2=NC=CC(=N2)N(C)C3=CC4=NN(C(=C4C=C3)C)C)S(=O)(=O)N.Cl. Drug 2: CS(=O)(=O)CCNCC1=CC=C(O1)C2=CC3=C(C=C2)N=CN=C3NC4=CC(=C(C=C4)OCC5=CC(=CC=C5)F)Cl. Cell line: HS 578T. Synergy scores: CSS=14.0, Synergy_ZIP=4.25, Synergy_Bliss=8.76, Synergy_Loewe=3.20, Synergy_HSA=3.94. (6) Drug 1: CC1=C(C=C(C=C1)NC2=NC=CC(=N2)N(C)C3=CC4=NN(C(=C4C=C3)C)C)S(=O)(=O)N.Cl. Drug 2: C1C(C(OC1N2C=NC(=NC2=O)N)CO)O. Cell line: SN12C. Synergy scores: CSS=0.529, Synergy_ZIP=-1.05, Synergy_Bliss=-1.49, Synergy_Loewe=-1.46, Synergy_HSA=-1.55. (7) Drug 1: CC1C(C(=O)NC(C(=O)N2CCCC2C(=O)N(CC(=O)N(C(C(=O)O1)C(C)C)C)C)C(C)C)NC(=O)C3=C4C(=C(C=C3)C)OC5=C(C(=O)C(=C(C5=N4)C(=O)NC6C(OC(=O)C(N(C(=O)CN(C(=O)C7CCCN7C(=O)C(NC6=O)C(C)C)C)C)C(C)C)C)N)C. Drug 2: CC(C)NC(=O)C1=CC=C(C=C1)CNNC.Cl. Cell line: HCC-2998. Synergy scores: CSS=7.68, Synergy_ZIP=-2.24, Synergy_Bliss=3.73, Synergy_Loewe=-23.8, Synergy_HSA=-0.803.